From a dataset of Reaction yield outcomes from USPTO patents with 853,638 reactions. Predict the reaction yield, written as a fraction of the theoretical maximum amount of product (1.0 means a 100% yield; for example, 0.34 means a 34% yield). The reactants are [NH2:1][C:2]1[N:7]=[N:6][C:5]([C:8]2[CH:17]=[CH:16][C:11]([C:12]([O:14][CH3:15])=[O:13])=[CH:10][CH:9]=2)=[CH:4][C:3]=1[Br:18].Cl[CH2:20][CH:21](OCC)OCC.CC1C=CC(S(O)(=O)=O)=CC=1. The product is [Br:18][C:3]1[C:2]2[N:7]([CH:20]=[CH:21][N:1]=2)[N:6]=[C:5]([C:8]2[CH:17]=[CH:16][C:11]([C:12]([O:14][CH3:15])=[O:13])=[CH:10][CH:9]=2)[CH:4]=1. The yield is 0.360. The catalyst is C(O)(C)C.